Dataset: Reaction yield outcomes from USPTO patents with 853,638 reactions. Task: Predict the reaction yield, written as a fraction of the theoretical maximum amount of product (1.0 means a 100% yield; for example, 0.34 means a 34% yield). The reactants are [Al+3].[Cl-].[Cl-].[Cl-].[H-].[Al+3].[Li+].[H-].[H-].[H-].[Br:11][C:12]#[C:13][C@H:14]([OH:24])[CH2:15][O:16][C:17]1[CH:22]=[CH:21][C:20]([F:23])=[CH:19][CH:18]=1.[OH-].[Na+]. The catalyst is CCOCC.O. The product is [Br:11]/[CH:12]=[CH:13]\[C@H:14]([OH:24])[CH2:15][O:16][C:17]1[CH:22]=[CH:21][C:20]([F:23])=[CH:19][CH:18]=1. The yield is 0.810.